Dataset: Peptide-MHC class II binding affinity with 134,281 pairs from IEDB. Task: Regression. Given a peptide amino acid sequence and an MHC pseudo amino acid sequence, predict their binding affinity value. This is MHC class II binding data. The peptide sequence is EVQKVSQPATGAATV. The MHC is HLA-DQA10201-DQB10202 with pseudo-sequence HLA-DQA10201-DQB10202. The binding affinity (normalized) is 0.183.